Dataset: Forward reaction prediction with 1.9M reactions from USPTO patents (1976-2016). Task: Predict the product of the given reaction. (1) Given the reactants [Br:1]([OH:4])(=[O:3])=[O:2].[NH2:5][CH2:6][CH2:7][C@H:8](O)[CH2:9]O.C(O)(=O)C.[Br:16](O)(=O)=O, predict the reaction product. The product is: [Br:1]([O:4][C@@H:8]([CH2:7][CH2:6][NH2:5])[CH2:9][Br:16])(=[O:3])=[O:2]. (2) Given the reactants C(OC([N:8]1[CH2:13][CH2:12][N:11]([S:14]([C:17]2[CH:22]=[CH:21][C:20]([NH:23][C:24]3[N:25]=[N:26][C:27]4[CH:33]=[C:32]([C:34]5[C:39]([Cl:40])=[CH:38][CH:37]=[CH:36][C:35]=5[Cl:41])[CH:31]=[C:30]([CH3:42])[C:28]=4[N:29]=3)=[CH:19][CH:18]=2)(=[O:16])=[O:15])[CH2:10][CH2:9]1)=O)(C)(C)C.[C:43]([OH:49])([C:45]([F:48])([F:47])[F:46])=[O:44], predict the reaction product. The product is: [OH:49][C:43]([C:45]([F:48])([F:47])[F:46])=[O:44].[Cl:40][C:39]1[CH:38]=[CH:37][CH:36]=[C:35]([Cl:41])[C:34]=1[C:32]1[CH:31]=[C:30]([CH3:42])[C:28]2[N:29]=[C:24]([NH:23][C:20]3[CH:19]=[CH:18][C:17]([S:14]([N:11]4[CH2:10][CH2:9][NH:8][CH2:13][CH2:12]4)(=[O:16])=[O:15])=[CH:22][CH:21]=3)[N:25]=[N:26][C:27]=2[CH:33]=1. (3) Given the reactants [CH3:1][O:2][C:3]([CH:5]1[CH2:10][N:9]([C:11](=[O:27])[CH2:12][NH:13][C:14]([C:16]2[CH:20]=[C:19]([C:21]3[CH:26]=[CH:25][CH:24]=[CH:23][CH:22]=3)[NH:18][N:17]=2)=[O:15])[CH2:8][CH2:7][N:6]1C(OC(C)(C)C)=O)=[O:4].C(OC(C)=O)C.[ClH:41], predict the reaction product. The product is: [ClH:41].[CH3:1][O:2][C:3]([CH:5]1[CH2:10][N:9]([C:11](=[O:27])[CH2:12][NH:13][C:14]([C:16]2[CH:20]=[C:19]([C:21]3[CH:26]=[CH:25][CH:24]=[CH:23][CH:22]=3)[NH:18][N:17]=2)=[O:15])[CH2:8][CH2:7][NH:6]1)=[O:4].